From a dataset of Forward reaction prediction with 1.9M reactions from USPTO patents (1976-2016). Predict the product of the given reaction. The product is: [NH2:46][C@H:43]1[CH2:44][CH2:45][C@H:40]([CH2:39][O:22][CH2:21][C:20]2[C:15]3[C:14](=[O:23])[NH:13][C:12]([C:10]([NH:9][CH2:8][C:7]4[CH:24]=[CH:25][C:4]([F:3])=[C:5]([O:26][CH3:27])[CH:6]=4)=[O:11])=[N:17][C:16]=3[S:18][CH:19]=2)[CH2:41][CH2:42]1. Given the reactants [H-].[Na+].[F:3][C:4]1[CH:25]=[CH:24][C:7]([CH2:8][NH:9][C:10]([C:12]2[NH:13][C:14](=[O:23])[C:15]3[C:20]([CH2:21][OH:22])=[CH:19][S:18][C:16]=3[N:17]=2)=[O:11])=[CH:6][C:5]=1[O:26][CH3:27].CC1C=CC(S(O[CH2:39][C@H:40]2[CH2:45][CH2:44][C@H:43]([NH:46]C(OC(C)(C)C)=O)[CH2:42][CH2:41]2)(=O)=O)=CC=1.N[C@H]1CC[C@H](COCC2C3C(=O)NC(C(NCC4C=CC=C(OC)C=4)=O)=NC=3SC=2)CC1, predict the reaction product.